From a dataset of Full USPTO retrosynthesis dataset with 1.9M reactions from patents (1976-2016). Predict the reactants needed to synthesize the given product. Given the product [CH3:1][O:2][C:3]1[CH:4]=[CH:5][C:6]([CH2:7][N:8]2[C:12]3=[N:13][CH:14]=[CH:15][C:16]([O:17][C:18]4[CH:23]=[CH:22][C:21]([N:24]([C:57]5[CH:59]=[CH:60][C:54]([F:53])=[CH:55][CH:56]=5)[C:41]([C:38]5([C:36]([NH2:35])=[O:37])[CH2:39][CH2:40]5)=[O:42])=[CH:20][C:19]=4[F:25])=[C:11]3[CH:10]=[N:9]2)=[CH:26][CH:27]=1, predict the reactants needed to synthesize it. The reactants are: [CH3:1][O:2][C:3]1[CH:27]=[CH:26][C:6]([CH2:7][N:8]2[C:12]3=[N:13][CH:14]=[CH:15][C:16]([O:17][C:18]4[CH:23]=[CH:22][C:21]([NH2:24])=[CH:20][C:19]=4[F:25])=[C:11]3[CH:10]=[N:9]2)=[CH:5][CH:4]=1.FC1C=CC([NH:35][C:36]([C:38]2([C:41](O)=[O:42])[CH2:40][CH2:39]2)=[O:37])=CC=1.C1(C(O)=O)(C(O)=O)CC1.[F:53][C:54]1[CH:60]=[CH:59][C:57](N)=[CH:56][CH:55]=1.Cl.C(N=C=NCCCN(C)C)C.